This data is from Full USPTO retrosynthesis dataset with 1.9M reactions from patents (1976-2016). The task is: Predict the reactants needed to synthesize the given product. Given the product [OH:10][C:9]([CH2:11][CH2:12][CH2:13][CH2:14][C@H:15]1[C@@H:16]2[C@@H:17]([NH:20][C:21]([NH:23]2)=[O:22])[CH2:18][S:19]1)=[O:8], predict the reactants needed to synthesize it. The reactants are: C1C(=O)N([O:8][C:9]([CH2:11][CH2:12][CH2:13][CH2:14][C@@H:15]2[S:19][CH2:18][C@@H:17]3[NH:20][C:21]([NH:23][C@H:16]23)=[O:22])=[O:10])C(=O)C1.